This data is from Full USPTO retrosynthesis dataset with 1.9M reactions from patents (1976-2016). The task is: Predict the reactants needed to synthesize the given product. Given the product [CH2:13]([N:15]([CH2:20][CH3:21])[CH2:16][CH2:17][N:18]([CH2:11][C:7]1[N:6]=[C:5]2[CH2:4][O:3][C:2](=[O:1])[C:10]2=[CH:9][CH:8]=1)[CH3:19])[CH3:14], predict the reactants needed to synthesize it. The reactants are: [O:1]=[C:2]1[C:10]2[C:5](=[N:6][C:7]([CH:11]=O)=[CH:8][CH:9]=2)[CH2:4][O:3]1.[CH2:13]([N:15]([CH2:20][CH3:21])[CH2:16][CH2:17][NH:18][CH3:19])[CH3:14].